From a dataset of Full USPTO retrosynthesis dataset with 1.9M reactions from patents (1976-2016). Predict the reactants needed to synthesize the given product. (1) Given the product [C:17]([NH:21][C:22]([C:24]1[CH:29]=[CH:28][C:27]([C:2]2[C:7]([Cl:8])=[CH:6][C:5]([NH:9][C:10]3[N:14]=[C:13]([NH2:15])[NH:12][N:11]=3)=[CH:4][C:3]=2[Cl:16])=[CH:26][CH:25]=1)=[O:23])([CH3:20])([CH3:18])[CH3:19], predict the reactants needed to synthesize it. The reactants are: Br[C:2]1[C:7]([Cl:8])=[CH:6][C:5]([NH:9][C:10]2[N:14]=[C:13]([NH2:15])[NH:12][N:11]=2)=[CH:4][C:3]=1[Cl:16].[C:17]([NH:21][C:22]([C:24]1[CH:29]=[CH:28][C:27](B(O)O)=[CH:26][CH:25]=1)=[O:23])([CH3:20])([CH3:19])[CH3:18].C(=O)([O-])[O-].[Na+].[Na+]. (2) Given the product [ClH:20].[CH2:1]([O:3][C:4](=[O:13])[CH2:5][C:6]1[CH:11]=[CH:10][CH:9]=[C:8]([NH:12][NH2:14])[CH:7]=1)[CH3:2], predict the reactants needed to synthesize it. The reactants are: [CH2:1]([O:3][C:4](=[O:13])[CH2:5][C:6]1[CH:11]=[CH:10][CH:9]=[C:8]([NH2:12])[CH:7]=1)[CH3:2].[N:14]([O-])=O.[Na+].O.O.[Cl:20][Sn]Cl. (3) Given the product [CH2:18]([NH:20][C:8]1[CH:9]=[N+:10]([O-:17])[CH:11]=[CH:12][C:13]=1[N+:14]([O-:16])=[O:15])[CH3:19], predict the reactants needed to synthesize it. The reactants are: C([O-])([O-])=O.[K+].[K+].Cl[C:8]1[CH:9]=[N+:10]([O-:17])[CH:11]=[CH:12][C:13]=1[N+:14]([O-:16])=[O:15].[CH2:18]([NH:20]CC)[CH3:19]. (4) Given the product [Cl:24][C:25]1[CH:30]=[C:29]([O:31][CH3:32])[CH:28]=[CH:27][C:26]=1[C:2]1[CH:3]=[C:4]2[C:8]3=[C:9]([CH2:11][CH2:12][N:7]3[C@@H:6]3[CH2:13][CH2:14][N:15]([C:17]([O:19][C:20]([CH3:22])([CH3:23])[CH3:21])=[O:18])[CH2:16][C@H:5]23)[CH:10]=1, predict the reactants needed to synthesize it. The reactants are: Br[C:2]1[CH:3]=[C:4]2[C:8]3=[C:9]([CH2:11][CH2:12][N:7]3[C@@H:6]3[CH2:13][CH2:14][N:15]([C:17]([O:19][C:20]([CH3:23])([CH3:22])[CH3:21])=[O:18])[CH2:16][C@H:5]23)[CH:10]=1.[Cl:24][C:25]1[CH:30]=[C:29]([O:31][CH3:32])[CH:28]=[CH:27][C:26]=1B(O)O. (5) Given the product [C:1]([NH:4][S:5]([C:8]1[CH:9]=[C:10]([C:18]2[CH:23]=[CH:22][CH:21]=[C:20]([S:24]([NH2:27])(=[O:26])=[O:25])[CH:19]=2)[C:11]([OH:16])=[C:12]([CH:14]=[O:15])[CH:13]=1)(=[O:7])=[O:6])(=[O:3])[CH3:2], predict the reactants needed to synthesize it. The reactants are: [C:1]([N:4](C(C)(C)C)[S:5]([C:8]1[CH:9]=[C:10]([C:18]2[CH:23]=[CH:22][CH:21]=[C:20]([S:24]([NH2:27])(=[O:26])=[O:25])[CH:19]=2)[C:11]([O:16]C)=[C:12]([CH:14]=[O:15])[CH:13]=1)(=[O:7])=[O:6])(=[O:3])[CH3:2].